Dataset: NCI-60 drug combinations with 297,098 pairs across 59 cell lines. Task: Regression. Given two drug SMILES strings and cell line genomic features, predict the synergy score measuring deviation from expected non-interaction effect. Drug 1: C1CCC(CC1)NC(=O)N(CCCl)N=O. Drug 2: C1CCC(C(C1)N)N.C(=O)(C(=O)[O-])[O-].[Pt+4]. Cell line: UACC62. Synergy scores: CSS=34.9, Synergy_ZIP=-9.40, Synergy_Bliss=-0.480, Synergy_Loewe=-0.149, Synergy_HSA=1.45.